From a dataset of HIV replication inhibition screening data with 41,000+ compounds from the AIDS Antiviral Screen. Binary Classification. Given a drug SMILES string, predict its activity (active/inactive) in a high-throughput screening assay against a specified biological target. The drug is COc1ccc(C)cc(O)c1=O. The result is 0 (inactive).